The task is: Predict the reactants needed to synthesize the given product.. This data is from Full USPTO retrosynthesis dataset with 1.9M reactions from patents (1976-2016). (1) Given the product [Cl:25][C:26]1[CH:31]=[CH:30][C:29]([C:32]2[S:36][C:35]([NH:37][C:18]([NH:55][C:52]3[CH:53]=[N:54][C:49]([N:46]4[CH2:47][CH2:48][O:43][CH2:44][CH2:45]4)=[CH:50][CH:51]=3)=[O:19])=[N:34][C:33]=2[CH3:38])=[CH:28][C:27]=1[S:39]([CH3:42])(=[O:40])=[O:41], predict the reactants needed to synthesize it. The reactants are: FC1C=C(C2SC(N[C:18](NCCO)=[O:19])=NC=2C)C=CC=1S(C)(=O)=O.[Cl:25][C:26]1[CH:31]=[CH:30][C:29]([C:32]2[S:36][C:35]([NH2:37])=[N:34][C:33]=2[CH3:38])=[CH:28][C:27]=1[S:39]([CH3:42])(=[O:41])=[O:40].[O:43]1[CH2:48][CH2:47][N:46]([C:49]2[N:54]=[CH:53][C:52]([NH2:55])=[CH:51][CH:50]=2)[CH2:45][CH2:44]1. (2) The reactants are: [C:1]([C:3]1[CH:4]=[C:5]2[C:10](=[CH:11][CH:12]=1)[CH:9]([NH:13][C:14](=[O:37])[CH2:15][CH:16]([NH:23][S:24]([C:27]1[CH:36]=[CH:35][C:34]3[C:29](=[CH:30][CH:31]=[CH:32][CH:33]=3)[CH:28]=1)(=[O:26])=[O:25])[C:17]1[CH:22]=[CH:21][CH:20]=[CH:19][CH:18]=1)[CH2:8][CH2:7][CH2:6]2)#[N:2].Cl. Given the product [NH2:2][CH2:1][C:3]1[CH:4]=[C:5]2[C:10](=[CH:11][CH:12]=1)[CH:9]([NH:13][C:14](=[O:37])[CH2:15][CH:16]([NH:23][S:24]([C:27]1[CH:36]=[CH:35][C:34]3[C:29](=[CH:30][CH:31]=[CH:32][CH:33]=3)[CH:28]=1)(=[O:26])=[O:25])[C:17]1[CH:18]=[CH:19][CH:20]=[CH:21][CH:22]=1)[CH2:8][CH2:7][CH2:6]2, predict the reactants needed to synthesize it.